Dataset: Full USPTO retrosynthesis dataset with 1.9M reactions from patents (1976-2016). Task: Predict the reactants needed to synthesize the given product. (1) Given the product [Br:1][C:2]1[CH:3]=[CH:4][C:5]([C:8]([OH:10])=[O:9])=[N:6][C:7]=1[Cl:15], predict the reactants needed to synthesize it. The reactants are: [Br:1][C:2]1[C:3](Cl)=[CH:4][C:5]([C:8]([O:10]C)=[O:9])=[N:6][CH:7]=1.[OH-].[Na+].[ClH:15]. (2) Given the product [F:15][C:12]([F:13])([F:14])[C@@H:11]1[C@@H:16]2[C:8](=[N:18][O:19][CH2:17]2)[CH2:9][O:10]1, predict the reactants needed to synthesize it. The reactants are: FC1C=CC=CC=1[C:8](=[N:18][OH:19])[CH2:9][O:10][C@@H:11]([CH:16]=[CH2:17])[C:12]([F:15])([F:14])[F:13].C1(C=CC(O)=CC=1)O. (3) The reactants are: [C:1]([C:3]1[CH:8]=[CH:7][CH:6]=[CH:5][C:4]=1[C:9]1[CH:33]=[CH:32][C:12]([C:13]([NH:15][CH2:16][C:17]2[C:18]([CH2:23][NH:24]C(=O)OC(C)(C)C)=[N:19][CH:20]=[CH:21][CH:22]=2)=[O:14])=[C:11]([NH:34][CH2:35][CH2:36][C:37]2[CH:42]=[CH:41][CH:40]=[C:39]([F:43])[CH:38]=2)[N:10]=1)#[N:2].Cl. Given the product [NH2:24][CH2:23][C:18]1[C:17]([CH2:16][NH:15][C:13](=[O:14])[C:12]2[CH:32]=[CH:33][C:9]([C:4]3[CH:5]=[CH:6][CH:7]=[CH:8][C:3]=3[C:1]#[N:2])=[N:10][C:11]=2[NH:34][CH2:35][CH2:36][C:37]2[CH:42]=[CH:41][CH:40]=[C:39]([F:43])[CH:38]=2)=[CH:22][CH:21]=[CH:20][N:19]=1, predict the reactants needed to synthesize it.